From a dataset of Peptide-MHC class II binding affinity with 134,281 pairs from IEDB. Regression. Given a peptide amino acid sequence and an MHC pseudo amino acid sequence, predict their binding affinity value. This is MHC class II binding data. (1) The peptide sequence is STWYGKPTGAGPKDN. The MHC is HLA-DQA10401-DQB10402 with pseudo-sequence HLA-DQA10401-DQB10402. The binding affinity (normalized) is 0.0305. (2) The peptide sequence is VPDTKVNFYAWKRME. The MHC is DRB1_0405 with pseudo-sequence DRB1_0405. The binding affinity (normalized) is 0.335. (3) The peptide sequence is GEQQIVDKIDAAFKI. The MHC is DRB1_0701 with pseudo-sequence DRB1_0701. The binding affinity (normalized) is 0.957.